Task: Regression. Given a target protein amino acid sequence and a drug SMILES string, predict the binding affinity score between them. We predict pKi (pKi = -log10(Ki in M); higher means stronger inhibition). Dataset: bindingdb_ki.. Dataset: Drug-target binding data from BindingDB using Ki measurements (1) The drug is COc1cc(CCc2ccccc2)c(OC)cc1CCN. The target protein (P14842) has sequence MEILCEDNISLSSIPNSLMQLGDGPRLYHNDFNSRDANTSEASNWTIDAENRTNLSCEGYLPPTCLSILHLQEKNWSALLTTVVIILTIAGNILVIMAVSLEKKLQNATNYFLMSLAIADMLLGFLVMPVSMLTILYGYRWPLPSKLCAIWIYLDVLFSTASIMHLCAISLDRYVAIQNPIHHSRFNSRTKAFLKIIAVWTISVGISMPIPVFGLQDDSKVFKEGSCLLADDNFVLIGSFVAFFIPLTIMVITYFLTIKSLQKEATLCVSDLSTRAKLASFSFLPQSSLSSEKLFQRSIHREPGSYAGRRTMQSISNEQKACKVLGIVFFLFVVMWCPFFITNIMAVICKESCNENVIGALLNVFVWIGYLSSAVNPLVYTLFNKTYRSAFSRYIQCQYKENRKPLQLILVNTIPALAYKSSQLQVGQKKNSQEDAEQTVDDCSMVTLGKQQSEENCTDNIETVNEKVSCV. The pKi is 7.4. (2) The drug is OC(CCN1CCCC1)(c1ccccc1)C1CCCCC1. The target protein sequence is MANFTPVNGSSSNQSVRLVTSAHNRYETVEMVFIATVTGSLSLVTVVGNVLVMLSIKVNRQLQTVNNYFLFSLACADLIIGAFSMNLYTVYIIKGYWPLGAVVCDLWLALDYVVSNASVMNLLIISFDRYFCVTKPLTYPARRTTKMAGLMIAAAWVLSFVLWAPAILFWQFVVGKRTVPDNQCFIQFLSNPAVTFGTAIAAFYLPVVIMTVLYIHISLASRSRVHKHRPEGQKEKKAKTLAFLKSPLMKQSVKKPPPGEAAREELRNGKLEEAPPPALPPPPRPMADKDTSNESSSGSATQNTKERPATELSTAEATTPAMSAPPLQPRTLNPASKWSKIQIVTKQTGNECVTAIEIVPATPAGMRPAANVARKFASIARNQVRKKRQMAARERKVTRTIFAILLAFILTWTPYNVMVLVNTFCQSCIPDTVWSIGYWLCYVNSTINPACYALCNATFKKTFRHLLLCQYRNIGTAR. The pKi is 8.3. (3) The compound is CC(C)C[C@H](NC(=O)[C@@H](O)[C@H](N)Cc1ccccc1)C(=O)O. The target protein (P97629) has sequence METFTNDRLQLPRNMIENSMFEEEPDVVDLAKEPCLHPLEPDEVEYEPRGSRLLVRGLGEHEMDEDEEDYESSAKLLGMSFMNRSSGLRNSATGYRQSPDGTCSVPSARTLVICVFVIVVAVSVIMVIYLLPRCTFTKEGCHKTNQSAELIQPIATNGKVFPWAQIRLPTAIIPQRYELSLHPNLTSMTFRGSVTISLQALQDTRDIILHSTGHNISSVTFMSAVSSQEKQVEILEYPYHEQIAVVAPESLLTGHNYTLKIEYSANISNSYYGFYGITYTDKSNEKKNFAATQFEPLAARSAFPCFDEPAFKATFIIKITRDEHHTALSNMPKKSSVPTEEGLIQDEFSESVKMSTYLVAFIVGEMRNLSQDVNGTLVSVYAVPEKIDQVYHALDTTVKLLEFYQNYFEIQYPLKKLDLVAIPDFEAGAMENWGLLTFREETLLYDNATSSVADRKLVTKIIAHELAHQWFGNLVTMQWWNDLWLNEGFATFMEYFSVEK.... The pKi is 7.7. (4) The pKi is 5.5. The small molecule is Cc1cc2c(cc1Cl)N(C(=O)Nc1ccc(Oc3cccnc3C)nc1)CC2. The target protein (Q29006) has sequence CCQPLVYRNKMTPLRVAVLLAGCWAIPVLISFLPIMQGWNNIGITDLIEKRKFHQNSNSTYCIFMVNKPYAITCSVVAFYIPFLLMVLAYWRIYVTAKEHAHQIQMLQRAGAPAEGRPPSADQHSTHRMRTETKAAK.